From a dataset of Ames mutagenicity test results for genotoxicity prediction. Regression/Classification. Given a drug SMILES string, predict its toxicity properties. Task type varies by dataset: regression for continuous values (e.g., LD50, hERG inhibition percentage) or binary classification for toxic/non-toxic outcomes (e.g., AMES mutagenicity, cardiotoxicity, hepatotoxicity). Dataset: ames. (1) The molecule is OCCN1CCN(CCCN2c3ccccc3Sc3ccc(C(F)(F)F)cc32)CC1. The result is 0 (non-mutagenic). (2) The compound is Cc1cc2c(nc1N)[nH]c1ccccc12. The result is 1 (mutagenic). (3) The drug is CN(C)c1ccc(N=NS(=O)(=O)O)cc1. The result is 1 (mutagenic). (4) The compound is O=c1c2c(OC3OC(CO)C(O)C(O)C3O)cc(O)cc2oc2c(O)ccc(O)c12. The result is 1 (mutagenic). (5) The drug is O=[N+]([O-])c1ccc2ccc3cc4c(c5ccc1c2c35)CCCC4. The result is 1 (mutagenic). (6) The compound is O=C/C=C/c1ccc([N+](=O)[O-])cc1. The result is 1 (mutagenic). (7) The molecule is CC(C)Nc1cccc2c1C(=O)c1ccccc1C2=O. The result is 1 (mutagenic). (8) The compound is C=CC1CCC2(C)OC2C1. The result is 0 (non-mutagenic). (9) The molecule is O=C(O)c1ccco1. The result is 0 (non-mutagenic).